Dataset: NCI-60 drug combinations with 297,098 pairs across 59 cell lines. Task: Regression. Given two drug SMILES strings and cell line genomic features, predict the synergy score measuring deviation from expected non-interaction effect. (1) Drug 1: C1CC(C1)(C(=O)O)C(=O)O.[NH2-].[NH2-].[Pt+2]. Drug 2: CC(C)(C#N)C1=CC(=CC(=C1)CN2C=NC=N2)C(C)(C)C#N. Cell line: HCT116. Synergy scores: CSS=9.96, Synergy_ZIP=3.07, Synergy_Bliss=6.41, Synergy_Loewe=-0.999, Synergy_HSA=-0.449. (2) Drug 1: C1=NC2=C(N=C(N=C2N1C3C(C(C(O3)CO)O)F)Cl)N. Drug 2: C1CNP(=O)(OC1)N(CCCl)CCCl. Cell line: MOLT-4. Synergy scores: CSS=6.66, Synergy_ZIP=1.30, Synergy_Bliss=1.46, Synergy_Loewe=-37.7, Synergy_HSA=-0.474. (3) Drug 1: CCC1=C2CN3C(=CC4=C(C3=O)COC(=O)C4(CC)O)C2=NC5=C1C=C(C=C5)O. Drug 2: CN(C(=O)NC(C=O)C(C(C(CO)O)O)O)N=O. Cell line: SNB-19. Synergy scores: CSS=28.9, Synergy_ZIP=3.22, Synergy_Bliss=3.90, Synergy_Loewe=-30.0, Synergy_HSA=2.41. (4) Cell line: MDA-MB-231. Synergy scores: CSS=43.5, Synergy_ZIP=7.87, Synergy_Bliss=9.94, Synergy_Loewe=12.2, Synergy_HSA=13.0. Drug 2: C1=CC=C(C=C1)NC(=O)CCCCCCC(=O)NO. Drug 1: C1=CC(=CC=C1CCCC(=O)O)N(CCCl)CCCl.